Dataset: Forward reaction prediction with 1.9M reactions from USPTO patents (1976-2016). Task: Predict the product of the given reaction. Given the reactants [N+:1]([C:4]1[CH:5]=[C:6]2[C:10](=[CH:11][CH:12]=1)[N:9]([C:13]([C:26]1[CH:31]=[CH:30][CH:29]=[CH:28][CH:27]=1)([C:20]1[CH:25]=[CH:24][CH:23]=[CH:22][CH:21]=1)[C:14]1[CH:19]=[CH:18][CH:17]=[CH:16][CH:15]=1)[N:8]=[C:7]2[C:32]1[CH:37]=[CH:36][N:35]=[CH:34][CH:33]=1)([O-])=O.CO, predict the reaction product. The product is: [N:35]1[CH:36]=[CH:37][C:32]([C:7]2[C:6]3[C:10](=[CH:11][CH:12]=[C:4]([NH2:1])[CH:5]=3)[N:9]([C:13]([C:20]3[CH:21]=[CH:22][CH:23]=[CH:24][CH:25]=3)([C:26]3[CH:27]=[CH:28][CH:29]=[CH:30][CH:31]=3)[C:14]3[CH:19]=[CH:18][CH:17]=[CH:16][CH:15]=3)[N:8]=2)=[CH:33][CH:34]=1.